This data is from Reaction yield outcomes from USPTO patents with 853,638 reactions. The task is: Predict the reaction yield, written as a fraction of the theoretical maximum amount of product (1.0 means a 100% yield; for example, 0.34 means a 34% yield). (1) The reactants are C[O:2][C:3]([C:5]1[S:6][C:7]([C:30]2[CH:35]=[CH:34][CH:33]=[CH:32][CH:31]=2)=[CH:8][C:9]=1[NH:10][C:11]([NH:13][C:14]1[CH:19]=[CH:18][C:17]([O:20][CH2:21][CH2:22][N:23]2[CH2:27][CH2:26][CH2:25][CH2:24]2)=[C:16]([O:28][CH3:29])[CH:15]=1)=[S:12])=O.[C:36](=O)([O-])[O-].[K+].[K+].CI. The catalyst is CN(C=O)C. The product is [CH3:29][O:28][C:16]1[CH:15]=[C:14]([N:13]2[C:3](=[O:2])[C:5]3[S:6][C:7]([C:30]4[CH:35]=[CH:34][CH:33]=[CH:32][CH:31]=4)=[CH:8][C:9]=3[N:10]=[C:11]2[S:12][CH3:36])[CH:19]=[CH:18][C:17]=1[O:20][CH2:21][CH2:22][N:23]1[CH2:24][CH2:25][CH2:26][CH2:27]1. The yield is 0.500. (2) The reactants are [C:1]([C:3]1[CH:8]=[CH:7][C:6]([OH:9])=[CH:5][N:4]=1)#[N:2].[CH3:10]N(C=O)C.C([O-])([O-])=O.[K+].[K+].CI. The catalyst is O. The product is [C:1]([C:3]1[CH:8]=[CH:7][C:6]([O:9][CH3:10])=[CH:5][N:4]=1)#[N:2]. The yield is 0.780. (3) The reactants are [O:1]1[CH2:6][CH2:5][CH:4]=[C:3]([C:7]([OH:9])=[O:8])[CH2:2]1.CCN(C(C)C)C(C)C.[CH2:19](Br)[C:20]1[CH:25]=[CH:24][CH:23]=[CH:22][CH:21]=1. The catalyst is C(Cl)Cl.CCOC(C)=O. The product is [O:1]1[CH2:6][CH2:5][CH:4]=[C:3]([C:7]([O:9][CH2:19][C:20]2[CH:25]=[CH:24][CH:23]=[CH:22][CH:21]=2)=[O:8])[CH2:2]1. The yield is 0.940. (4) The reactants are C(Cl)Cl.[C:4]([C:7]12[CH2:16][CH:11]3[CH2:12][CH:13]([CH2:15][CH:9]([N:10]3[C:17]([O:19][C:20]([CH3:23])([CH3:22])[CH3:21])=[O:18])[CH2:8]1)[CH2:14]2)(=O)[NH2:5].C(N(CC)CC)C.FC(F)(F)C(OC(=O)C(F)(F)F)=O. The catalyst is CCOC(C)=O. The product is [C:4]([C:7]12[CH2:16][CH:11]3[CH2:12][CH:13]([CH2:15][CH:9]([N:10]3[C:17]([O:19][C:20]([CH3:23])([CH3:22])[CH3:21])=[O:18])[CH2:8]1)[CH2:14]2)#[N:5]. The yield is 0.700. (5) The yield is 0.830. The product is [CH2:9]([N:13]1[CH:18]=[CH:17][C:16]([OH:19])=[C:15]([Cl:1])[C:14]1=[O:20])[CH2:10][CH2:11][CH3:12]. The catalyst is CN(C=O)C. The reactants are [Cl:1]N1C(=O)CCC1=O.[CH2:9]([N:13]1[CH:18]=[CH:17][C:16]([OH:19])=[CH:15][C:14]1=[O:20])[CH2:10][CH2:11][CH3:12]. (6) The reactants are C(N[CH:5]([CH3:7])[CH3:6])(C)C.C([Li])CCC.[CH3:13][O:14][CH:15]([CH3:20])[C:16]([O:18][CH3:19])=[O:17].[Br:21]C(CBr)=C. The catalyst is C1COCC1. The product is [Br:21][C:5](=[CH2:6])[CH2:7][C:15]([O:14][CH3:13])([CH3:20])[C:16]([O:18][CH3:19])=[O:17]. The yield is 0.984. (7) The product is [O:7]=[C:6]1[O:5][CH2:4][CH2:9]/[C:10]/1=[CH:11]/[O-:12].[Na+:3]. The yield is 0.900. The reactants are C[O-].[Na+:3].[CH3:4][O:5][CH:6]=[O:7].C1(=O)[O:12][CH2:11][CH2:10][CH2:9]1. The catalyst is CCOCC. (8) The reactants are [CH3:1][O:2][C:3](=[O:15])[C:4](=[N+]=[N-])[C:5]1[CH:10]=[CH:9][C:8]([Cl:11])=[C:7]([Cl:12])[CH:6]=1.ClCCl.[CH:19]1([OH:24])[CH2:23][CH2:22][CH2:21][CH2:20]1. The catalyst is CC(O)=O.CC(O)=O.CC(O)=O.CC(O)=O.[Rh].[Rh].O. The product is [CH3:1][O:2][C:3](=[O:15])[CH:4]([O:24][CH:19]1[CH2:23][CH2:22][CH2:21][CH2:20]1)[C:5]1[CH:10]=[CH:9][C:8]([Cl:11])=[C:7]([Cl:12])[CH:6]=1. The yield is 0.640.